From a dataset of Full USPTO retrosynthesis dataset with 1.9M reactions from patents (1976-2016). Predict the reactants needed to synthesize the given product. (1) The reactants are: [Br:1][C:2]1[N:3]=[C:4](C=O)[S:5][CH:6]=1.[CH3:9][O:10][CH:11](OC)[O:12][CH3:13].CC1C=CC(S(O)(=O)=O)=CC=1. Given the product [Br:1][C:2]1[N:3]=[C:4]([CH:11]([O:12][CH3:13])[O:10][CH3:9])[S:5][CH:6]=1, predict the reactants needed to synthesize it. (2) Given the product [CH3:27][O:26][C:19]1[CH:20]=[C:21]([O:24][CH3:25])[CH:22]=[CH:23][C:18]=1[CH2:17][N:8]1[C:4]2[N:5]=[CH:6][N:7]=[C:2]([N:50]3[CH2:49][CH2:48][CH:47]([C:39]4[N:38]([CH2:37][CH2:36][N:31]5[CH2:32][CH2:33][CH2:34][CH2:35]5)[CH:42]=[C:41]([C:43]([F:45])([F:46])[F:44])[N:40]=4)[CH2:52][CH2:51]3)[C:3]=2[CH:11]([C:12]([F:13])([F:14])[F:15])[CH2:10][C:9]1=[O:16], predict the reactants needed to synthesize it. The reactants are: Cl[C:2]1[C:3]2[CH:11]([C:12]([F:15])([F:14])[F:13])[CH2:10][C:9](=[O:16])[N:8]([CH2:17][C:18]3[CH:23]=[CH:22][C:21]([O:24][CH3:25])=[CH:20][C:19]=3[O:26][CH3:27])[C:4]=2[N:5]=[CH:6][N:7]=1.Cl.Cl.Cl.[N:31]1([CH2:36][CH2:37][N:38]2[CH:42]=[C:41]([C:43]([F:46])([F:45])[F:44])[N:40]=[C:39]2[CH:47]2[CH2:52][CH2:51][NH:50][CH2:49][CH2:48]2)[CH2:35][CH2:34][CH2:33][CH2:32]1.CN1CCCC1=O.C(N(C(C)C)CC)(C)C. (3) Given the product [Br:1][C:2]1[CH:7]=[CH:6][C:5]([C:8]2[NH:12][C:11]([S:21][CH3:20])=[C:10]([C:13]#[N:14])[CH:9]=2)=[CH:4][CH:3]=1, predict the reactants needed to synthesize it. The reactants are: [Br:1][C:2]1[CH:7]=[CH:6][C:5]([C:8](=O)[CH2:9][CH:10]([C:13]#[N:14])[C:11]#[N:12])=[CH:4][CH:3]=1.C(O)(=O)C.[CH3:20][S-:21].[Na+].